Regression. Given two drug SMILES strings and cell line genomic features, predict the synergy score measuring deviation from expected non-interaction effect. From a dataset of NCI-60 drug combinations with 297,098 pairs across 59 cell lines. (1) Drug 1: C1CC(C1)(C2=CC=C(C=C2)C3=C(C=C4C(=N3)C=CN5C4=NNC5=O)C6=CC=CC=C6)N. Drug 2: CC1=C(C(=CC=C1)Cl)NC(=O)C2=CN=C(S2)NC3=CC(=NC(=N3)C)N4CCN(CC4)CCO. Cell line: UACC62. Synergy scores: CSS=42.3, Synergy_ZIP=5.70, Synergy_Bliss=7.07, Synergy_Loewe=10.7, Synergy_HSA=11.7. (2) Drug 1: C1=C(C(=O)NC(=O)N1)N(CCCl)CCCl. Drug 2: C1=C(C(=O)NC(=O)N1)F. Cell line: MDA-MB-231. Synergy scores: CSS=28.6, Synergy_ZIP=-4.17, Synergy_Bliss=-2.57, Synergy_Loewe=3.45, Synergy_HSA=4.76. (3) Cell line: SK-OV-3. Drug 1: CN(CC1=CN=C2C(=N1)C(=NC(=N2)N)N)C3=CC=C(C=C3)C(=O)NC(CCC(=O)O)C(=O)O. Drug 2: CC1=C(C=C(C=C1)C(=O)NC2=CC(=CC(=C2)C(F)(F)F)N3C=C(N=C3)C)NC4=NC=CC(=N4)C5=CN=CC=C5. Synergy scores: CSS=39.7, Synergy_ZIP=1.89, Synergy_Bliss=2.86, Synergy_Loewe=-19.5, Synergy_HSA=1.34. (4) Drug 1: CC1CCCC2(C(O2)CC(NC(=O)CC(C(C(=O)C(C1O)C)(C)C)O)C(=CC3=CSC(=N3)C)C)C. Drug 2: COCCOC1=C(C=C2C(=C1)C(=NC=N2)NC3=CC=CC(=C3)C#C)OCCOC.Cl. Cell line: SF-295. Synergy scores: CSS=52.7, Synergy_ZIP=28.5, Synergy_Bliss=32.7, Synergy_Loewe=-14.9, Synergy_HSA=18.7. (5) Drug 1: CC(C)(C#N)C1=CC(=CC(=C1)CN2C=NC=N2)C(C)(C)C#N. Drug 2: CN(CC1=CN=C2C(=N1)C(=NC(=N2)N)N)C3=CC=C(C=C3)C(=O)NC(CCC(=O)O)C(=O)O. Cell line: KM12. Synergy scores: CSS=49.0, Synergy_ZIP=8.99, Synergy_Bliss=8.22, Synergy_Loewe=-22.3, Synergy_HSA=4.50. (6) Drug 1: COC1=C(C=C2C(=C1)N=CN=C2NC3=CC(=C(C=C3)F)Cl)OCCCN4CCOCC4. Drug 2: CCC1(C2=C(COC1=O)C(=O)N3CC4=CC5=C(C=CC(=C5CN(C)C)O)N=C4C3=C2)O.Cl. Cell line: OVCAR-4. Synergy scores: CSS=18.3, Synergy_ZIP=-0.841, Synergy_Bliss=-1.11, Synergy_Loewe=-0.528, Synergy_HSA=-0.811. (7) Drug 1: CC(C1=C(C=CC(=C1Cl)F)Cl)OC2=C(N=CC(=C2)C3=CN(N=C3)C4CCNCC4)N. Drug 2: CN(C(=O)NC(C=O)C(C(C(CO)O)O)O)N=O. Cell line: MOLT-4. Synergy scores: CSS=19.5, Synergy_ZIP=-0.679, Synergy_Bliss=-10.6, Synergy_Loewe=-52.2, Synergy_HSA=-11.7. (8) Drug 1: CC1=C(C=C(C=C1)NC2=NC=CC(=N2)N(C)C3=CC4=NN(C(=C4C=C3)C)C)S(=O)(=O)N.Cl. Drug 2: C1CCC(CC1)NC(=O)N(CCCl)N=O. Cell line: NCI-H322M. Synergy scores: CSS=3.17, Synergy_ZIP=-0.391, Synergy_Bliss=-1.43, Synergy_Loewe=-3.46, Synergy_HSA=-3.42. (9) Drug 1: C1CNP(=O)(OC1)N(CCCl)CCCl. Drug 2: CC(C)CN1C=NC2=C1C3=CC=CC=C3N=C2N. Cell line: NCI-H226. Synergy scores: CSS=-5.83, Synergy_ZIP=2.18, Synergy_Bliss=-0.688, Synergy_Loewe=-5.26, Synergy_HSA=-5.31. (10) Drug 1: CC12CCC(CC1=CCC3C2CCC4(C3CC=C4C5=CN=CC=C5)C)O. Drug 2: CC1=C(N=C(N=C1N)C(CC(=O)N)NCC(C(=O)N)N)C(=O)NC(C(C2=CN=CN2)OC3C(C(C(C(O3)CO)O)O)OC4C(C(C(C(O4)CO)O)OC(=O)N)O)C(=O)NC(C)C(C(C)C(=O)NC(C(C)O)C(=O)NCCC5=NC(=CS5)C6=NC(=CS6)C(=O)NCCC[S+](C)C)O. Cell line: T-47D. Synergy scores: CSS=2.37, Synergy_ZIP=-2.62, Synergy_Bliss=-0.876, Synergy_Loewe=-0.685, Synergy_HSA=-0.384.